Dataset: Reaction yield outcomes from USPTO patents with 853,638 reactions. Task: Predict the reaction yield, written as a fraction of the theoretical maximum amount of product (1.0 means a 100% yield; for example, 0.34 means a 34% yield). The reactants are [N-:1]=[N+:2]=[N-:3].[Na+].[CH2:5]([O:12][C:13]([N:15]1[CH:22]([CH3:23])[CH2:21][CH2:20][CH:19]2[CH:17]([O:18]2)[CH2:16]1)=[O:14])[C:6]1[CH:11]=[CH:10][CH:9]=[CH:8][CH:7]=1.[Cl-].[NH4+]. The catalyst is CO.O. The product is [CH2:5]([O:12][C:13]([N:15]1[CH2:16][CH:17]([OH:18])[CH:19]([N:1]=[N+:2]=[N-:3])[CH2:20][CH2:21][CH:22]1[CH3:23])=[O:14])[C:6]1[CH:11]=[CH:10][CH:9]=[CH:8][CH:7]=1. The yield is 0.800.